Dataset: Full USPTO retrosynthesis dataset with 1.9M reactions from patents (1976-2016). Task: Predict the reactants needed to synthesize the given product. (1) Given the product [CH3:19][N:17]1[CH:18]=[C:14]([C:10]2[CH:9]=[C:8]([C:4]3[N:5]=[N:6][NH:7][CH:3]=3)[CH:13]=[CH:12][N:11]=2)[N:15]=[CH:16]1, predict the reactants needed to synthesize it. The reactants are: C[Si](C)(C)[C:3]1[NH:7][N:6]=[N:5][C:4]=1[C:8]1[CH:13]=[CH:12][N:11]=[C:10]([C:14]2[N:15]=[CH:16][N:17]([CH3:19])[CH:18]=2)[CH:9]=1.[OH-].[Na+].O. (2) Given the product [C:1]([O:5][C:6](=[O:25])/[CH:7]=[CH:8]/[C:9]1[CH:13]=[CH:12][N:11]([S:14]([C:17]2[CH:22]=[CH:21][C:20]([CH2:23][N:30]3[C:26](=[O:36])[C:27]4[C:28](=[CH:32][CH:33]=[CH:34][CH:35]=4)[C:29]3=[O:31])=[CH:19][CH:18]=2)(=[O:16])=[O:15])[CH:10]=1)([CH3:4])([CH3:3])[CH3:2], predict the reactants needed to synthesize it. The reactants are: [C:1]([O:5][C:6](=[O:25])/[CH:7]=[CH:8]/[C:9]1[CH:13]=[CH:12][N:11]([S:14]([C:17]2[CH:22]=[CH:21][C:20]([CH2:23]Br)=[CH:19][CH:18]=2)(=[O:16])=[O:15])[CH:10]=1)([CH3:4])([CH3:3])[CH3:2].[C:26]1(=[O:36])[NH:30][C:29](=[O:31])[C:28]2=[CH:32][CH:33]=[CH:34][CH:35]=[C:27]12.[K]. (3) Given the product [CH3:5][C:2]([C:6]1[O:7][C:8]([C:11]2[CH:16]=[CH:15][CH:14]=[CH:13][CH:12]=2)=[CH:9][N:10]=1)([CH3:1])[CH2:3][NH:4][C:27](=[O:28])[C:26]1[CH:30]=[CH:31][CH:32]=[C:24]([C:21]2[N:20]=[C:19]([C:18]([F:34])([F:33])[F:17])[O:23][N:22]=2)[CH:25]=1, predict the reactants needed to synthesize it. The reactants are: [CH3:1][C:2]([C:6]1[O:7][C:8]([C:11]2[CH:16]=[CH:15][CH:14]=[CH:13][CH:12]=2)=[CH:9][N:10]=1)([CH3:5])[CH2:3][NH2:4].[F:17][C:18]([F:34])([F:33])[C:19]1[O:23][N:22]=[C:21]([C:24]2[CH:25]=[C:26]([CH:30]=[CH:31][CH:32]=2)[C:27](O)=[O:28])[N:20]=1.